Predict which catalyst facilitates the given reaction. From a dataset of Catalyst prediction with 721,799 reactions and 888 catalyst types from USPTO. (1) Reactant: [H-].[H-].[H-].[H-].[Li+].[Al+3].[C:7]([NH:18][CH2:19][C:20](OC)=[O:21])(=O)[CH2:8][CH2:9][CH2:10][CH2:11][CH2:12][CH2:13][CH2:14][CH2:15][CH3:16].O.[OH-].[Na+]. Product: [CH2:7]([NH:18][CH2:19][CH2:20][OH:21])[CH2:8][CH2:9][CH2:10][CH2:11][CH2:12][CH2:13][CH2:14][CH2:15][CH3:16]. The catalyst class is: 1. (2) Reactant: C=O.[CH3:3][C:4]1[S:13][C:12]2[NH:11][C:10]3[CH:14]=[CH:15][CH:16]=[CH:17][C:9]=3[N:8]=[C:7]([N:18]3[CH2:23][CH2:22][NH:21][C@@H:20]([CH2:24][C@@H:25]([C:27]4[CH:32]=[CH:31][CH:30]=[CH:29][CH:28]=4)[OH:26])[CH2:19]3)[C:6]=2[CH:5]=1.[C:33](O[BH-](OC(=O)C)OC(=O)C)(=O)C.[Na+]. Product: [CH3:33][N:21]1[CH2:22][CH2:23][N:18]([C:7]2[C:6]3[CH:5]=[C:4]([CH3:3])[S:13][C:12]=3[NH:11][C:10]3[CH:14]=[CH:15][CH:16]=[CH:17][C:9]=3[N:8]=2)[CH2:19][C@@H:20]1[CH2:24][C@@H:25]([C:27]1[CH:32]=[CH:31][CH:30]=[CH:29][CH:28]=1)[OH:26]. The catalyst class is: 754.